This data is from Catalyst prediction with 721,799 reactions and 888 catalyst types from USPTO. The task is: Predict which catalyst facilitates the given reaction. (1) Reactant: [NH2:1][CH2:2][CH2:3][CH2:4][CH2:5][NH2:6].[C:7]([O:14][CH2:15][CH3:16])(=[O:13])[C:8]([O:10]CC)=O. Product: [CH2:15]([O:14][C:7](=[O:13])[C:8]([NH:1][CH2:2][CH2:3][CH2:4][CH2:5][NH:6][C:8](=[O:10])[C:7]([OH:14])=[O:13])=[O:10])[CH3:16]. The catalyst class is: 8. (2) Reactant: Cl[C:2]1[N:10]=[C:9]2[C:5]([N:6]=[CH:7][N:8]2[CH:11]2[CH2:16][CH2:15][CH2:14][CH2:13][O:12]2)=[C:4]([NH2:17])[N:3]=1.[NH:18]1[CH2:23][CH2:22][O:21][CH2:20][CH2:19]1.CCN(C(C)C)C(C)C. Product: [O:21]1[CH2:22][CH2:23][N:18]([C:2]2[N:10]=[C:9]3[C:5]([N:6]=[CH:7][N:8]3[CH:11]3[CH2:16][CH2:15][CH2:14][CH2:13][O:12]3)=[C:4]([NH2:17])[N:3]=2)[CH2:19][CH2:20]1. The catalyst class is: 12.